From a dataset of Catalyst prediction with 721,799 reactions and 888 catalyst types from USPTO. Predict which catalyst facilitates the given reaction. Reactant: [Br:1][C:2]1[CH:3]=[C:4]([CH:7]=[CH:8][C:9]=1[O:10][CH3:11])[CH:5]=[O:6].S([CH2:22][N+:23]#[C-:24])(C1C=CC(C)=CC=1)(=O)=O.C([O-])([O-])=O.[K+].[K+]. Product: [Br:1][C:2]1[CH:3]=[C:4]([C:5]2[O:6][CH:24]=[N:23][CH:22]=2)[CH:7]=[CH:8][C:9]=1[O:10][CH3:11]. The catalyst class is: 5.